This data is from Full USPTO retrosynthesis dataset with 1.9M reactions from patents (1976-2016). The task is: Predict the reactants needed to synthesize the given product. Given the product [CH3:3][C:4]1[CH2:5][C:6]2[C:11]([CH:12]=1)=[C:10]([C:13]1[CH:14]=[CH:15][C:16]([C:19]([CH3:20])([CH3:21])[CH3:22])=[CH:17][CH:18]=1)[C:9]([CH3:23])=[C:8]([CH3:24])[C:7]=2[CH3:25], predict the reactants needed to synthesize it. The reactants are: [BH4-].[Na+].[CH3:3][CH:4]1[CH2:12][C:11]2[C:6](=[C:7]([CH3:25])[C:8]([CH3:24])=[C:9]([CH3:23])[C:10]=2[C:13]2[CH:18]=[CH:17][C:16]([C:19]([CH3:22])([CH3:21])[CH3:20])=[CH:15][CH:14]=2)[C:5]1=O.C1(C)C=CC=CC=1.S(=O)(=O)(O)O.